This data is from Full USPTO retrosynthesis dataset with 1.9M reactions from patents (1976-2016). The task is: Predict the reactants needed to synthesize the given product. (1) Given the product [Cl:1][C:2]1[CH:12]=[C:11]([NH:13][CH2:14][C:15]2[S:16][CH:17]=[CH:18][CH:19]=2)[C:5]([C:6]([NH2:22])=[O:7])=[CH:4][N:3]=1, predict the reactants needed to synthesize it. The reactants are: [Cl:1][C:2]1[CH:12]=[C:11]([NH:13][CH2:14][C:15]2[S:16][CH:17]=[CH:18][CH:19]=2)[C:5]([C:6](OCC)=[O:7])=[CH:4][N:3]=1.C([NH2:22])=O.CC[O-].[Na+].CC(O)=O. (2) Given the product [CH3:25][O:24][C:7]1[CH:6]=[CH:5][C:4]2[N:3]=[C:2]([NH:26][C:27]3[CH:28]=[CH:29][C:30]([N:33]4[CH2:34][CH2:35][N:36]([C:39](=[O:41])[CH3:40])[CH2:37][CH2:38]4)=[CH:31][CH:32]=3)[C:11]3=[N:12][NH:13][CH:14]=[C:10]3[C:9]=2[CH:8]=1, predict the reactants needed to synthesize it. The reactants are: Cl[C:2]1[C:11]2=[N:12][N:13](CC3C=CC(OC)=CC=3)[CH:14]=[C:10]2[C:9]2[CH:8]=[C:7]([O:24][CH3:25])[CH:6]=[CH:5][C:4]=2[N:3]=1.[NH2:26][C:27]1[CH:32]=[CH:31][C:30]([N:33]2[CH2:38][CH2:37][N:36]([C:39](=[O:41])[CH3:40])[CH2:35][CH2:34]2)=[CH:29][CH:28]=1.Cl. (3) Given the product [CH3:25][N:26]([CH2:27][CH2:28][CH2:29][S:30]([CH2:32][CH2:33][CH2:34][C:35]([F:41])([F:40])[C:36]([F:39])([F:38])[F:37])=[O:31])[CH2:2][CH2:3][CH2:4][CH2:5][CH2:6][C:7]1[C:13]2[CH:14]=[CH:15][C:16]([OH:18])=[CH:17][C:12]=2[CH2:11][CH2:10][CH2:9][C:8]=1[C:19]1[CH:24]=[CH:23][CH:22]=[CH:21][CH:20]=1, predict the reactants needed to synthesize it. The reactants are: Br[CH2:2][CH2:3][CH2:4][CH2:5][CH2:6][C:7]1[C:13]2[CH:14]=[CH:15][C:16]([OH:18])=[CH:17][C:12]=2[CH2:11][CH2:10][CH2:9][C:8]=1[C:19]1[CH:24]=[CH:23][CH:22]=[CH:21][CH:20]=1.[CH3:25][NH:26][CH2:27][CH2:28][CH2:29][S:30]([CH2:32][CH2:33][CH2:34][C:35]([F:41])([F:40])[C:36]([F:39])([F:38])[F:37])=[O:31]. (4) Given the product [I:1][C:2]1[CH:16]=[CH:15][C:5]2[NH:6][C:7]([C@@H:9]3[CH2:13][C@H:12]([CH3:14])[CH2:11][N:10]3[C:23]([C@@H:22]([NH:21][C:19](=[O:20])[O:18][CH3:17])[CH:26]([CH3:28])[CH3:27])=[O:24])=[N:8][C:4]=2[CH:3]=1, predict the reactants needed to synthesize it. The reactants are: [I:1][C:2]1[CH:16]=[CH:15][C:5]2[NH:6][C:7]([C@@H:9]3[CH2:13][C@H:12]([CH3:14])[CH2:11][NH:10]3)=[N:8][C:4]=2[CH:3]=1.[CH3:17][O:18][C:19]([NH:21][C@@H:22]([CH:26]([CH3:28])[CH3:27])[C:23](O)=[O:24])=[O:20].CN(C(ON1N=NC2C=CC=NC1=2)=[N+](C)C)C.F[P-](F)(F)(F)(F)F.CCN(C(C)C)C(C)C. (5) Given the product [F:64][C:62]1[CH:61]=[CH:60][C:59]([C:65]([F:67])([F:66])[F:68])=[C:58]([CH:63]=1)[C:57]([N:54]1[CH2:55][CH2:56][N:51]([C:49](=[O:50])[CH2:48][NH:47][C:20](=[O:22])[C:19]2[CH:18]=[CH:17][C:16]([N:10]3[CH2:11][CH2:12][O:13][CH2:14][CH2:15]3)=[CH:24][CH:23]=2)[CH2:52][CH2:53]1)=[O:69], predict the reactants needed to synthesize it. The reactants are: CCN(C(C)C)C(C)C.[N:10]1([C:16]2[CH:24]=[CH:23][C:19]([C:20]([OH:22])=O)=[CH:18][CH:17]=2)[CH2:15][CH2:14][O:13][CH2:12][CH2:11]1.C1C=CC2N(O)N=NC=2C=1.CCN=C=NCCCN(C)C.Cl.[NH2:47][CH2:48][C:49]([N:51]1[CH2:56][CH2:55][N:54]([C:57](=[O:69])[C:58]2[CH:63]=[C:62]([F:64])[CH:61]=[CH:60][C:59]=2[C:65]([F:68])([F:67])[F:66])[CH2:53][CH2:52]1)=[O:50]. (6) Given the product [Cl:1][C:2]1[C:7]([O:8][CH3:9])=[C:6]([O:10][CH3:22])[C:5]([N+:11]([O-:13])=[O:12])=[CH:4][C:3]=1[O:20][CH3:21], predict the reactants needed to synthesize it. The reactants are: [Cl:1][C:2]1[C:7]([O:8][CH3:9])=[C:6]([OH:10])[C:5]([N+:11]([O-:13])=[O:12])=[CH:4][C:3]=1O.COS([O:20][CH3:21])(=O)=O.[C:22]([O-])([O-])=O.[K+].[K+].O. (7) The reactants are: [O:1]=[C:2]([NH:9][C:10]1[CH:11]=[N:12][C:13]([C:16]2[N:17]=[N:18][C:19]([C:22]3[CH:27]=[CH:26][CH:25]=[CH:24][N:23]=3)=[N:20][N:21]=2)=[CH:14][CH:15]=1)[CH2:3][CH2:4][CH2:5][C:6]([OH:8])=[O:7].O[CH:29]1[CH2:34][C:33](=[O:35])[NH:32][C:30]1=[O:31].Cl.C(N=C=NCCCN(C)C)C.CN(C=O)C. Given the product [O:1]=[C:2]([NH:9][C:10]1[CH:11]=[N:12][C:13]([C:16]2[N:17]=[N:18][C:19]([C:22]3[CH:27]=[CH:26][CH:25]=[CH:24][N:23]=3)=[N:20][N:21]=2)=[CH:14][CH:15]=1)[CH2:3][CH2:4][CH2:5][C:6]([O:8][N:32]1[C:33](=[O:35])[CH2:34][CH2:29][C:30]1=[O:31])=[O:7], predict the reactants needed to synthesize it.